The task is: Predict the product of the given reaction.. This data is from Forward reaction prediction with 1.9M reactions from USPTO patents (1976-2016). Given the reactants CC1C=CC(S(O[CH2:12][CH:13]2[CH2:17][C:16]3[CH:18]=[C:19]([Cl:30])[CH:20]=[C:21]([C:22]4[C:27]([CH3:28])=[CH:26][CH:25]=[CH:24][C:23]=4[CH3:29])[C:15]=3[O:14]2)(=O)=O)=CC=1.[NH:31]1[CH2:35][CH2:34][CH2:33][CH2:32]1, predict the reaction product. The product is: [Cl:30][C:19]1[CH:20]=[C:21]([C:22]2[C:23]([CH3:29])=[CH:24][CH:25]=[CH:26][C:27]=2[CH3:28])[C:15]2[O:14][CH:13]([CH2:12][N:31]3[CH2:35][CH2:34][CH2:33][CH2:32]3)[CH2:17][C:16]=2[CH:18]=1.